Dataset: CYP3A4 inhibition data for predicting drug metabolism from PubChem BioAssay. Task: Regression/Classification. Given a drug SMILES string, predict its absorption, distribution, metabolism, or excretion properties. Task type varies by dataset: regression for continuous measurements (e.g., permeability, clearance, half-life) or binary classification for categorical outcomes (e.g., BBB penetration, CYP inhibition). Dataset: cyp3a4_veith. The compound is FC(F)(F)c1cc(-c2ccco2)nc(NCc2cccs2)n1. The result is 1 (inhibitor).